From a dataset of Catalyst prediction with 721,799 reactions and 888 catalyst types from USPTO. Predict which catalyst facilitates the given reaction. (1) Reactant: [CH2:1]([C:4]1[CH:10]=[CH:9][C:7]([NH2:8])=[CH:6][C:5]=1[N+:11]([O-:13])=[O:12])[CH2:2][CH3:3].[CH3:14][C:15]([O:18][C:19](O[C:19]([O:18][C:15]([CH3:17])([CH3:16])[CH3:14])=[O:20])=[O:20])([CH3:17])[CH3:16]. Product: [C:15]([O:18][C:19](=[O:20])[NH:8][C:7]1[CH:9]=[CH:10][C:4]([CH2:1][CH2:2][CH3:3])=[C:5]([N+:11]([O-:13])=[O:12])[CH:6]=1)([CH3:17])([CH3:16])[CH3:14]. The catalyst class is: 298. (2) Reactant: [C:1]([O:5][C:6]([N:8]1[CH2:12][CH2:11][C:10]2([CH2:17][CH2:16][NH:15][CH2:14][CH2:13]2)[CH2:9]1)=[O:7])([CH3:4])([CH3:3])[CH3:2].[CH3:18][S:19](Cl)(=[O:21])=[O:20]. Product: [C:1]([O:5][C:6]([N:8]1[CH2:12][CH2:11][C:10]2([CH2:17][CH2:16][N:15]([S:19]([CH3:18])(=[O:21])=[O:20])[CH2:14][CH2:13]2)[CH2:9]1)=[O:7])([CH3:4])([CH3:2])[CH3:3]. The catalyst class is: 347. (3) Reactant: Br[CH2:2][C:3]1[CH:13]=[CH:12][C:11]([O:14][CH3:15])=[CH:10][C:4]=1[C:5]([O:7]CC)=O.[NH2:16][C:17]1[CH:25]=[CH:24][C:20]2[CH:21]=[CH:22][O:23][C:19]=2[CH:18]=1.C(N(CC)C(C)C)(C)C.O[Li].O. Product: [O:23]1[C:19]2[CH:18]=[C:17]([N:16]3[CH2:2][C:3]4[C:4](=[CH:10][C:11]([O:14][CH3:15])=[CH:12][CH:13]=4)[C:5]3=[O:7])[CH:25]=[CH:24][C:20]=2[CH:21]=[CH:22]1. The catalyst class is: 40.